From a dataset of Full USPTO retrosynthesis dataset with 1.9M reactions from patents (1976-2016). Predict the reactants needed to synthesize the given product. (1) Given the product [CH2:1]([O:3][C:4]1[CH:5]=[C:6]([C:20]2[CH:25]=[CH:24][C:23]([CH2:26][C:27]([NH:40][C:39]3[CH:41]=[C:42]([C:44]([F:45])([F:46])[F:47])[CH:43]=[C:37]([C:35]4[CH:34]=[N:33][N:32]([CH3:31])[CH:36]=4)[CH:38]=3)=[O:29])=[C:22]([F:30])[CH:21]=2)[CH:7]=[N:8][C:9]=1[O:10][CH2:11][C:12]1[CH:17]=[CH:16][C:15]([O:18][CH3:19])=[CH:14][CH:13]=1)[CH3:2], predict the reactants needed to synthesize it. The reactants are: [CH2:1]([O:3][C:4]1[CH:5]=[C:6]([C:20]2[CH:25]=[CH:24][C:23]([CH2:26][C:27]([OH:29])=O)=[C:22]([F:30])[CH:21]=2)[CH:7]=[N:8][C:9]=1[O:10][CH2:11][C:12]1[CH:17]=[CH:16][C:15]([O:18][CH3:19])=[CH:14][CH:13]=1)[CH3:2].[CH3:31][N:32]1[CH:36]=[C:35]([C:37]2[CH:38]=[C:39]([CH:41]=[C:42]([C:44]([F:47])([F:46])[F:45])[CH:43]=2)[NH2:40])[CH:34]=[N:33]1.C(P1(=O)OP(CCC)(=O)OP(CCC)(=O)O1)CC. (2) Given the product [CH3:1][C:2]1[N:3]=[C:4]([N:10]2[CH2:14][CH2:13][N:12]([CH2:15][C:16]3[CH:21]=[CH:20][N:19]=[CH:18][CH:17]=3)[C:11]2=[O:22])[S:5][C:6]=1[C:7]([NH:59][CH2:60][C:61]1[CH:62]=[N:63][CH:64]=[CH:65][CH:66]=1)=[O:9], predict the reactants needed to synthesize it. The reactants are: [CH3:1][C:2]1[N:3]=[C:4]([N:10]2[CH2:14][CH2:13][N:12]([CH2:15][C:16]3[CH:21]=[CH:20][N:19]=[CH:18][CH:17]=3)[C:11]2=[O:22])[S:5][C:6]=1[C:7]([OH:9])=O.F[P-](F)(F)(F)(F)F.N1(O[P+](N(C)C)(N(C)C)N(C)C)C2C=CC=CC=2N=N1.C(N(C(C)C)CC)(C)C.[NH2:59][CH2:60][C:61]1[CH:62]=[N:63][CH:64]=[CH:65][CH:66]=1. (3) The reactants are: [CH3:1][N:2]([CH2:4][C:5]1[C:13]2[O:12][N:11]=[C:10]([CH2:14][CH2:15][CH:16]3[CH2:21][CH2:20][N:19]([CH2:22][C:23]4[CH:28]=[CH:27][CH:26]=[C:25]([Cl:29])[N:24]=4)[CH2:18][CH2:17]3)[C:9]=2[CH:8]=[CH:7][C:6]=1[O:30][CH2:31][CH:32]1[CH2:34][CH2:33]1)[CH3:3].[C:35]([OH:42])(=[O:41])/[CH:36]=[CH:37]/[C:38]([OH:40])=[O:39]. Given the product [C:35]([OH:42])(=[O:41])/[CH:36]=[CH:37]/[C:38]([OH:40])=[O:39].[C:35]([OH:42])(=[O:41])/[CH:36]=[CH:37]/[C:38]([OH:40])=[O:39].[CH3:1][N:2]([CH2:4][C:5]1[C:13]2[O:12][N:11]=[C:10]([CH2:14][CH2:15][CH:16]3[CH2:17][CH2:18][N:19]([CH2:22][C:23]4[CH:28]=[CH:27][CH:26]=[C:25]([Cl:29])[N:24]=4)[CH2:20][CH2:21]3)[C:9]=2[CH:8]=[CH:7][C:6]=1[O:30][CH2:31][CH:32]1[CH2:33][CH2:34]1)[CH3:3], predict the reactants needed to synthesize it.